This data is from Full USPTO retrosynthesis dataset with 1.9M reactions from patents (1976-2016). The task is: Predict the reactants needed to synthesize the given product. (1) The reactants are: C[O:2][C:3]1[CH:4]=[C:5]2[C:10](=[CH:11][CH:12]=1)[CH:9]([CH2:13][C:14]([O:16]CC)=[O:15])[CH2:8][CH2:7][CH2:6]2.Br. Given the product [OH:2][C:3]1[CH:4]=[C:5]2[C:10](=[CH:11][CH:12]=1)[CH:9]([CH2:13][C:14]([OH:16])=[O:15])[CH2:8][CH2:7][CH2:6]2, predict the reactants needed to synthesize it. (2) Given the product [CH3:1][C:2]1([CH3:31])[CH2:11][C:10]2[C:5](=[CH:6][CH:7]=[C:8]([C:12]([OH:14])=[O:13])[CH:9]=2)[NH:4][CH:3]1[C:16]1[CH:21]=[CH:20][CH:19]=[CH:18][C:17]=1[NH:22][C:23](=[O:30])[C:24]1[CH:29]=[CH:28][CH:27]=[CH:26][N:25]=1, predict the reactants needed to synthesize it. The reactants are: [CH3:1][C:2]1([CH3:31])[CH2:11][C:10]2[C:5](=[CH:6][CH:7]=[C:8]([C:12]([O:14]C)=[O:13])[CH:9]=2)[NH:4][CH:3]1[C:16]1[CH:21]=[CH:20][CH:19]=[CH:18][C:17]=1[NH:22][C:23](=[O:30])[C:24]1[CH:29]=[CH:28][CH:27]=[CH:26][N:25]=1.[OH-].[Na+]. (3) Given the product [CH3:15][C:12]1([CH3:16])[O:13][CH2:14][C:8]2=[C:7]([N:17]3[CH2:18][CH2:19][CH2:20][CH2:21]3)[N:6]=[C:5]3[S:4][C:3]4[C:22](=[O:23])[NH:24][CH:26]=[N:1][C:2]=4[C:10]3=[C:9]2[CH2:11]1, predict the reactants needed to synthesize it. The reactants are: [NH2:1][C:2]1[C:10]2[C:5](=[N:6][C:7]([N:17]3[CH2:21][CH2:20][CH2:19][CH2:18]3)=[C:8]3[CH2:14][O:13][C:12]([CH3:16])([CH3:15])[CH2:11][C:9]3=2)[S:4][C:3]=1[C:22]([NH2:24])=[O:23].O.[C:26]1(C)C=CC(S(O)(=O)=O)=CC=1. (4) Given the product [CH3:15][O:13][C:12]([C:6]1[CH:5]=[CH:4][C:3]2[C:2](=[O:1])[CH2:11][CH2:10][CH2:9][C:8]=2[CH:7]=1)=[O:14], predict the reactants needed to synthesize it. The reactants are: [O:1]=[C:2]1[CH2:11][CH2:10][CH2:9][C:8]2[CH:7]=[C:6]([C:12]([OH:14])=[O:13])[CH:5]=[CH:4][C:3]1=2.[CH3:15][Si](C=[N+]=[N-])(C)C.C(O)(=O)C. (5) Given the product [Cl:17][C:18]1[CH:33]=[C:32]([C:34]2[N:37]=[C:9]([C:8]3[CH:12]=[C:13]([O:15][CH3:16])[N:14]=[C:6]([CH:1]4[CH2:2][CH2:3][CH2:4][CH2:5]4)[CH:7]=3)[O:11][N:35]=2)[CH:31]=[C:30]([CH3:38])[C:19]=1[O:20][CH2:21][C@@H:22]([OH:29])[CH2:23][NH:24][C:25](=[O:28])[CH2:26][OH:27], predict the reactants needed to synthesize it. The reactants are: [CH:1]1([C:6]2[CH:7]=[C:8]([CH:12]=[C:13]([O:15][CH3:16])[N:14]=2)[C:9]([OH:11])=O)[CH2:5][CH2:4][CH2:3][CH2:2]1.[Cl:17][C:18]1[CH:33]=[C:32]([C:34](=[NH:37])[NH:35]O)[CH:31]=[C:30]([CH3:38])[C:19]=1[O:20][CH2:21][C@@H:22]([OH:29])[CH2:23][NH:24][C:25](=[O:28])[CH2:26][OH:27]. (6) The reactants are: N[C:2]1[C:7]([C:8]#[N:9])=[C:6]([CH:10]2[CH2:15][CH2:14][CH2:13][CH2:12][O:11]2)[C:5]([C:16]#[N:17])=[C:4]([CH3:18])[N:3]=1.N(OCCC(C)C)=O.[ClH:27]. Given the product [Cl:27][C:2]1[C:7]([C:8]#[N:9])=[C:6]([CH:10]2[CH2:15][CH2:14][CH2:13][CH2:12][O:11]2)[C:5]([C:16]#[N:17])=[C:4]([CH3:18])[N:3]=1, predict the reactants needed to synthesize it. (7) Given the product [CH3:10][O:9][C:6]1[CH:7]=[CH:8][C:3]2[N:4]([C:12]([C:13]([O:15][CH2:16][CH3:17])=[O:14])=[N:2][N:1]=2)[CH:5]=1, predict the reactants needed to synthesize it. The reactants are: [NH:1]([C:3]1[CH:8]=[CH:7][C:6]([O:9][CH3:10])=[CH:5][N:4]=1)[NH2:2].O=[CH:12][C:13]([O:15][CH2:16][CH3:17])=[O:14].C(OI(C1C=CC=CC=1)OC(=O)C)(=O)C. (8) Given the product [CH3:9][C:10]1[CH:11]=[C:12]([C:2]2[CH:3]=[C:4]([CH:6]=[CH:7][CH:8]=2)[NH2:5])[CH:13]=[C:14]([CH3:16])[CH:15]=1, predict the reactants needed to synthesize it. The reactants are: Br[C:2]1[CH:3]=[C:4]([CH:6]=[CH:7][CH:8]=1)[NH2:5].[CH3:9][C:10]1[CH:11]=[C:12](B(O)O)[CH:13]=[C:14]([CH3:16])[CH:15]=1.[F-].[Cs+]. (9) Given the product [NH2:47][C:49](=[O:53])[CH:70]([C:13]1([NH:12][C:10](=[O:11])[C@@H:9]([NH:8][C:6]([CH:32]2[CH2:31][C:30]2([F:29])[F:36])=[O:7])[CH2:22][C:23]2([CH3:28])[CH2:24][CH2:25][CH2:26][CH2:27]2)[CH2:15][CH2:17][CH2:16]1)[OH:71], predict the reactants needed to synthesize it. The reactants are: C(O[C:6]([NH:8][C@@H:9]([CH2:22][C:23]1([CH3:28])[CH2:27][CH2:26][CH2:25][CH2:24]1)[C:10]([NH:12][C:13]1([CH:16](O)[C:17](OC)=O)[CH2:15]C1)=[O:11])=[O:7])(C)(C)C.[F:29][C:30]1([F:36])[CH2:32][CH:31]1C(O)=O.C(N(C(C)C)CC)(C)C.C[N:47]([C:49]([O:53]N1N=NC2C=CC=NC1=2)=[N+](C)C)C.F[P-](F)(F)(F)(F)F.[CH3:70][OH:71].C(Cl)(=O)C. (10) The reactants are: [C:1]([O:4][CH2:5][CH2:6][N:7]([CH2:19][C:20]1[CH:25]=[CH:24][C:23]([CH2:26][NH2:27])=[CH:22][CH:21]=1)[CH2:8][CH2:9][CH2:10][CH2:11][N:12]([CH2:16][CH2:17][CH3:18])[CH2:13][CH2:14][CH3:15])(=[O:3])[CH3:2].C(O)C.[ClH:31].C(O)C.COCCOC. Given the product [ClH:31].[C:1]([O:4][CH2:5][CH2:6][N:7]([CH2:19][C:20]1[CH:25]=[CH:24][C:23]([CH2:26][NH2:27])=[CH:22][CH:21]=1)[CH2:8][CH2:9][CH2:10][CH2:11][N:12]([CH2:13][CH2:14][CH3:15])[CH2:16][CH2:17][CH3:18])(=[O:3])[CH3:2], predict the reactants needed to synthesize it.